Task: Predict which catalyst facilitates the given reaction.. Dataset: Catalyst prediction with 721,799 reactions and 888 catalyst types from USPTO (1) Reactant: [C:1]([C:3]1[CH:4]=[C:5]([N:11]2[CH2:16][CH2:15][O:14][C:13]3[CH:17]=[CH:18][C:19]([O:21][C@H:22]4[CH2:26][CH2:25][N:24](C(OC(C)(C)C)=O)[CH2:23]4)=[CH:20][C:12]2=3)[CH:6]=[N:7][C:8]=1[O:9][CH3:10])#[N:2].C(O)(C(F)(F)F)=O. Product: [CH3:10][O:9][C:8]1[N:7]=[CH:6][C:5]([N:11]2[CH2:16][CH2:15][O:14][C:13]3[CH:17]=[CH:18][C:19]([O:21][C@H:22]4[CH2:26][CH2:25][NH:24][CH2:23]4)=[CH:20][C:12]2=3)=[CH:4][C:3]=1[C:1]#[N:2]. The catalyst class is: 2. (2) Reactant: Cl.[O:2]([CH2:9][C@@H:10]1[CH2:14][CH2:13][CH2:12][N:11]1[S:15]([C:18]1[CH:26]=[CH:25][C:24]2[N:23]3[CH2:27][CH2:28][CH2:29][N:30]=[C:22]3[C:21]3(OCCC[O:31]3)[C:20]=2[CH:19]=1)(=[O:17])=[O:16])[C:3]1[CH:8]=[CH:7][CH:6]=[CH:5][CH:4]=1.[NH4+].[OH-]. The catalyst class is: 12. Product: [O:2]([CH2:9][C@@H:10]1[CH2:14][CH2:13][CH2:12][N:11]1[S:15]([C:18]1[CH:26]=[CH:25][C:24]2[N:23]3[CH2:27][CH2:28][CH2:29][N:30]=[C:22]3[C:21](=[O:31])[C:20]=2[CH:19]=1)(=[O:17])=[O:16])[C:3]1[CH:8]=[CH:7][CH:6]=[CH:5][CH:4]=1.